Task: Predict the reaction yield, written as a fraction of the theoretical maximum amount of product (1.0 means a 100% yield; for example, 0.34 means a 34% yield).. Dataset: Reaction yield outcomes from USPTO patents with 853,638 reactions (1) The reactants are Cl[C:2]1[CH:7]=[N:6][CH:5]=[C:4]([Cl:8])[N:3]=1.[N:9]1[CH:14]=[CH:13][CH:12]=[C:11]([CH2:15][NH2:16])[CH:10]=1. The catalyst is C1(C)C(C)=CC=CC=1. The product is [Cl:8][C:4]1[N:3]=[C:2]([NH:16][CH2:15][C:11]2[CH:10]=[N:9][CH:14]=[CH:13][CH:12]=2)[CH:7]=[N:6][CH:5]=1. The yield is 0.930. (2) The reactants are [Br:1][C:2]1[C:7]([CH3:8])=[CH:6][C:5]([N:9]2[C:18]3[C:13](=[CH:14][C:15]([S:19](OC4C(F)=C(F)C(F)=C(F)C=4F)(=[O:21])=[O:20])=[CH:16][CH:17]=3)[CH:12]=[CH:11][C:10]2=[O:34])=[C:4]([O:35][CH3:36])[CH:3]=1.[O:37]1[CH:41]=[CH:40][C:39]([NH2:42])=[N:38]1.C1COCC1.C[Si]([N-][Si](C)(C)C)(C)C.[Li+]. The catalyst is Cl.CCOC(C)=O. The product is [Br:1][C:2]1[C:7]([CH3:8])=[CH:6][C:5]([N:9]2[C:18]3[C:13](=[CH:14][C:15]([S:19]([NH:42][C:39]4[CH:40]=[CH:41][O:37][N:38]=4)(=[O:21])=[O:20])=[CH:16][CH:17]=3)[CH:12]=[CH:11][C:10]2=[O:34])=[C:4]([O:35][CH3:36])[CH:3]=1. The yield is 0.910. (3) The reactants are [CH3:1][O:2][C:3](=[O:17])[C:4]1[CH:9]=[CH:8][CH:7]=[CH:6][C:5]=1[C:10](=[O:16])/[CH:11]=[CH:12]/[N:13](C)C.Cl.NO. The catalyst is CO. The product is [CH3:1][O:2][C:3](=[O:17])[C:4]1[CH:9]=[CH:8][CH:7]=[CH:6][C:5]=1[C:10]1[O:16][N:13]=[CH:12][CH:11]=1. The yield is 0.520.